From a dataset of Peptide-MHC class I binding affinity with 185,985 pairs from IEDB/IMGT. Regression. Given a peptide amino acid sequence and an MHC pseudo amino acid sequence, predict their binding affinity value. This is MHC class I binding data. (1) The peptide sequence is KELENEYYF. The MHC is HLA-B57:01 with pseudo-sequence HLA-B57:01. The binding affinity (normalized) is 0.0847. (2) The peptide sequence is EKFFPSSSY. The MHC is HLA-A02:01 with pseudo-sequence HLA-A02:01. The binding affinity (normalized) is 0.0847. (3) The peptide sequence is ASRGLWDSF. The MHC is HLA-B08:01 with pseudo-sequence HLA-B08:01. The binding affinity (normalized) is 0.0847. (4) The peptide sequence is KQNPDIVIY. The MHC is HLA-A68:02 with pseudo-sequence HLA-A68:02. The binding affinity (normalized) is 0. (5) The binding affinity (normalized) is 0.0847. The peptide sequence is VTTEVAFGL. The MHC is HLA-B27:05 with pseudo-sequence HLA-B27:05. (6) The peptide sequence is ETFGFEIQSY. The MHC is Mamu-A2201 with pseudo-sequence Mamu-A2201. The binding affinity (normalized) is 0.162. (7) The peptide sequence is RSLYNTVATLY. The MHC is HLA-A01:01 with pseudo-sequence HLA-A01:01. The binding affinity (normalized) is 0.368.